Dataset: Forward reaction prediction with 1.9M reactions from USPTO patents (1976-2016). Task: Predict the product of the given reaction. Given the reactants [Cl:1][C:2]1[S:10][C:9]2[S:8](=[O:12])(=[O:11])[N:7]=[CH:6][N:5]([CH2:13][CH2:14][F:15])[C:4]=2[CH:3]=1.[BH4-].[Na+].Cl, predict the reaction product. The product is: [Cl:1][C:2]1[S:10][C:9]2[S:8](=[O:12])(=[O:11])[NH:7][CH2:6][N:5]([CH2:13][CH2:14][F:15])[C:4]=2[CH:3]=1.